This data is from Full USPTO retrosynthesis dataset with 1.9M reactions from patents (1976-2016). The task is: Predict the reactants needed to synthesize the given product. The reactants are: [Cl:1][C:2]1[C:3]([C:8](OCC)=O)=[N:4][NH:5][C:6]=1C.[CH2:13]([N:17](CCCC)[C:18]1[CH:22]=[C:21]([CH3:23])NN=1)[CH2:14][CH2:15][CH3:16]. Given the product [CH2:13]([N:17]([CH2:18][CH2:22][CH2:21][CH3:23])[C:6]1[C:2]([Cl:1])=[C:3]([CH3:8])[NH:4][N:5]=1)[CH2:14][CH2:15][CH3:16], predict the reactants needed to synthesize it.